Dataset: Merck oncology drug combination screen with 23,052 pairs across 39 cell lines. Task: Regression. Given two drug SMILES strings and cell line genomic features, predict the synergy score measuring deviation from expected non-interaction effect. Drug 1: CN1C(=O)C=CC2(C)C3CCC4(C)C(NC(=O)OCC(F)(F)F)CCC4C3CCC12. Drug 2: CCN(CC)CCNC(=O)c1c(C)[nH]c(C=C2C(=O)Nc3ccc(F)cc32)c1C. Cell line: SKMEL30. Synergy scores: synergy=8.96.